Task: Predict the product of the given reaction.. Dataset: Forward reaction prediction with 1.9M reactions from USPTO patents (1976-2016) (1) Given the reactants [S:1]1[CH:5]=[CH:4][CH:3]=[C:2]1[CH2:6][CH2:7][NH2:8].[CH3:9][C:10]([CH3:15])([CH3:14])[C:11](Cl)=[O:12].C(O)C(N)(CO)CO, predict the reaction product. The product is: [CH3:9][C:10]([CH3:15])([CH3:14])[C:11]([NH:8][CH2:7][CH2:6][C:2]1[S:1][CH:5]=[CH:4][CH:3]=1)=[O:12]. (2) Given the reactants Br[C:2]1[C:3](=[O:18])[C:4]([CH3:17])([CH3:16])[O:5][C:6]=1[C:7]1[CH:12]=[CH:11][C:10]([O:13][CH3:14])=[C:9]([Cl:15])[CH:8]=1.CC1(C)C(C)(C)OB([C:27]2[CH:44]=[CH:43][C:30]([O:31][CH2:32][C:33]3[CH:42]=[CH:41][C:40]4[C:35](=[CH:36][CH:37]=[CH:38][CH:39]=4)[N:34]=3)=[CH:29][CH:28]=2)O1.C([O-])([O-])=O.[Cs+].[Cs+], predict the reaction product. The product is: [Cl:15][C:9]1[CH:8]=[C:7]([C:6]2[O:5][C:4]([CH3:17])([CH3:16])[C:3](=[O:18])[C:2]=2[C:27]2[CH:28]=[CH:29][C:30]([O:31][CH2:32][C:33]3[CH:42]=[CH:41][C:40]4[C:35](=[CH:36][CH:37]=[CH:38][CH:39]=4)[N:34]=3)=[CH:43][CH:44]=2)[CH:12]=[CH:11][C:10]=1[O:13][CH3:14].